Dataset: Forward reaction prediction with 1.9M reactions from USPTO patents (1976-2016). Task: Predict the product of the given reaction. The product is: [CH3:37][C:27]1[CH:32]=[CH:31][C:30]([S:33]([O:26][CH2:25][CH2:24][O:23][CH2:22][CH2:21][O:20][CH2:19][CH2:18][O:17][CH2:16][CH2:15][O:14][CH2:13][CH2:12][O:11][CH2:10][CH2:9][O:8][CH2:7][C:1]2[CH:6]=[CH:5][CH:4]=[CH:3][CH:2]=2)(=[O:35])=[O:34])=[CH:29][CH:28]=1. Given the reactants [C:1]1([CH2:7][O:8][CH2:9][CH2:10][O:11][CH2:12][CH2:13][O:14][CH2:15][CH2:16][O:17][CH2:18][CH2:19][O:20][CH2:21][CH2:22][O:23][CH2:24][CH2:25][OH:26])[CH:6]=[CH:5][CH:4]=[CH:3][CH:2]=1.[C:27]1([CH3:37])[CH:32]=[CH:31][C:30]([S:33](Cl)(=[O:35])=[O:34])=[CH:29][CH:28]=1.C(N(CC)CC)C, predict the reaction product.